The task is: Predict the product of the given reaction.. This data is from Forward reaction prediction with 1.9M reactions from USPTO patents (1976-2016). (1) Given the reactants [NH:1]1[C:9]2[C:4](=[CH:5][CH:6]=[CH:7][CH:8]=2)[CH:3]=[N:2]1.Br[CH2:11][CH2:12][OH:13], predict the reaction product. The product is: [N:1]1[N:2]([CH2:11][CH2:12][OH:13])[CH:3]=[C:4]2[C:9]=1[CH:8]=[CH:7][CH:6]=[CH:5]2. (2) Given the reactants [CH:1]([S:3]([CH3:6])(=[O:5])=[O:4])=[CH2:2].[Br:7][C:8]1[CH:9]=[CH:10][C:11]2[C:12]3[N:20]([CH2:21][C:22]([CH3:25])([OH:24])[CH3:23])[C:19]([CH2:26][O:27][CH2:28][CH3:29])=[N:18][C:13]=3[CH:14]=[N:15][C:16]=2[CH:17]=1.[H-].[Na+].O, predict the reaction product. The product is: [Br:7][C:8]1[CH:9]=[CH:10][C:11]2[C:12]3[N:20]([CH2:21][C:22]([O:24][CH2:2][CH2:1][S:3]([CH3:6])(=[O:5])=[O:4])([CH3:23])[CH3:25])[C:19]([CH2:26][O:27][CH2:28][CH3:29])=[N:18][C:13]=3[CH:14]=[N:15][C:16]=2[CH:17]=1. (3) Given the reactants [F:1][C:2]1[CH:21]=[C:20]([N+:22]([O-:24])=[O:23])[CH:19]=[CH:18][C:3]=1[O:4][C:5]1[C:14]2[C:9](=[CH:10][C:11]([OH:17])=[C:12]([O:15][CH3:16])[CH:13]=2)[N:8]=[CH:7][CH:6]=1.C(=O)([O-])[O-].[K+].[K+].Cl[CH2:32][CH2:33][CH2:34][N:35]1[CH2:40][CH2:39][O:38][CH2:37][CH2:36]1.O, predict the reaction product. The product is: [F:1][C:2]1[CH:21]=[C:20]([N+:22]([O-:24])=[O:23])[CH:19]=[CH:18][C:3]=1[O:4][C:5]1[C:14]2[C:9](=[CH:10][C:11]([O:17][CH2:32][CH2:33][CH2:34][N:35]3[CH2:40][CH2:39][O:38][CH2:37][CH2:36]3)=[C:12]([O:15][CH3:16])[CH:13]=2)[N:8]=[CH:7][CH:6]=1. (4) Given the reactants [H-].[Na+].[Br:3][C:4]1[N:9]=[CH:8][C:7]2[CH:10]=[C:11]([C:13]3[CH:14]=[N:15][N:16]([C:18]([O:20][C:21]([CH3:24])([CH3:23])[CH3:22])=[O:19])[CH:17]=3)[NH:12][C:6]=2[CH:5]=1.I[CH3:26], predict the reaction product. The product is: [Br:3][C:4]1[N:9]=[CH:8][C:7]2[CH:10]=[C:11]([C:13]3[CH:14]=[N:15][N:16]([C:18]([O:20][C:21]([CH3:24])([CH3:23])[CH3:22])=[O:19])[CH:17]=3)[N:12]([CH3:26])[C:6]=2[CH:5]=1.